From a dataset of Reaction yield outcomes from USPTO patents with 853,638 reactions. Predict the reaction yield, written as a fraction of the theoretical maximum amount of product (1.0 means a 100% yield; for example, 0.34 means a 34% yield). (1) The reactants are [CH3:1][O:2][C:3]([C:5]1([C:10]2[CH:15]=[CH:14][N:13]=[C:12]([C:16]3[CH:21]=[CH:20][C:19]([C:22]([F:25])([F:24])[F:23])=[CH:18][CH:17]=3)[CH:11]=2)[CH2:9][CH:8]=[CH:7][CH2:6]1)=[O:4].Cl. The catalyst is CO.[Pt](=O)=O. The product is [CH3:1][O:2][C:3]([C:5]1([C@H:10]2[CH2:15][CH2:14][NH:13][C@@H:12]([C:16]3[CH:21]=[CH:20][C:19]([C:22]([F:25])([F:23])[F:24])=[CH:18][CH:17]=3)[CH2:11]2)[CH2:6][CH2:7][CH2:8][CH2:9]1)=[O:4]. The yield is 0.610. (2) The reactants are [C:1]([O:4][CH2:5][C@@H:6]1[C@@H:11]([O:12][C:13](=[O:15])[CH3:14])[C@H:10]([O:16][C:17](=[O:19])[CH3:18])[C@H:9]([O:20][C:21](=[O:23])[CH3:22])[C@:8]2([CH2:32][CH2:31][C:30]3[C:25](=[CH:26][CH:27]=[C:28](OS(C(F)(F)F)(=O)=O)[CH:29]=3)[O:24]2)[O:7]1)(=[O:3])[CH3:2].CC([O-])=O.[K+].[B:55]1([B:55]2[O:59][C:58]([CH3:61])([CH3:60])[C:57]([CH3:63])([CH3:62])[O:56]2)[O:59][C:58]([CH3:61])([CH3:60])[C:57]([CH3:63])([CH3:62])[O:56]1.C(Cl)Cl. The catalyst is C1C=CC(P(C2C=CC=CC=2)[C-]2C=CC=C2)=CC=1.C1C=CC(P(C2C=CC=CC=2)[C-]2C=CC=C2)=CC=1.Cl[Pd]Cl.[Fe+2]. The product is [C:1]([O:4][CH2:5][C@@H:6]1[C@@H:11]([O:12][C:13](=[O:15])[CH3:14])[C@H:10]([O:16][C:17](=[O:19])[CH3:18])[C@H:9]([O:20][C:21](=[O:23])[CH3:22])[C@:8]2([CH2:32][CH2:31][C:30]3[C:25](=[CH:26][CH:27]=[C:28]([B:55]4[O:56][C:57]([CH3:62])([CH3:63])[C:58]([CH3:60])([CH3:61])[O:59]4)[CH:29]=3)[O:24]2)[O:7]1)(=[O:3])[CH3:2]. The yield is 0.950. (3) The reactants are Br[C:2]1[C:3]2[C:4]3[CH:18]=[CH:17][S:16][C:5]=3[C:6](=[O:15])[NH:7][C:8]=2[C:9]([CH3:14])=[CH:10][C:11]=1[O:12][CH3:13].CC1(C)C(C)(C)OB([C:27]2[CH:32]=[CH:31][C:30]([CH:33]([CH2:43][CH3:44])[CH2:34][NH:35][C:36](=[O:42])[O:37][C:38]([CH3:41])([CH3:40])[CH3:39])=[CH:29][CH:28]=2)O1. No catalyst specified. The product is [CH3:13][O:12][C:11]1[CH:10]=[C:9]([CH3:14])[C:8]2[NH:7][C:6](=[O:15])[C:5]3[S:16][CH:17]=[CH:18][C:4]=3[C:3]=2[C:2]=1[C:27]1[CH:28]=[CH:29][C:30]([CH:33]([CH2:43][CH3:44])[CH2:34][NH:35][C:36](=[O:42])[O:37][C:38]([CH3:39])([CH3:40])[CH3:41])=[CH:31][CH:32]=1. The yield is 0.330. (4) The reactants are [C:1]([N:8]1[CH2:12][C@@H:11]([N:13]=[N+:14]=[N-:15])[CH2:10][C@H:9]1[C:16]([O:18]C)=[O:17])([O:3][C:4]([CH3:7])([CH3:6])[CH3:5])=[O:2].O.[Li+].[OH-]. The catalyst is CO. The product is [C:1]([N:8]1[CH2:12][C@@H:11]([N:13]=[N+:14]=[N-:15])[CH2:10][C@H:9]1[C:16]([OH:18])=[O:17])([O:3][C:4]([CH3:7])([CH3:6])[CH3:5])=[O:2]. The yield is 0.950.